Dataset: Reaction yield outcomes from USPTO patents with 853,638 reactions. Task: Predict the reaction yield, written as a fraction of the theoretical maximum amount of product (1.0 means a 100% yield; for example, 0.34 means a 34% yield). (1) The reactants are C1OCCOCCOCCOCCOCCOC1.[CH3:19][O:20][C:21]([CH2:23]P(=O)(OCC(F)(F)F)OCC(F)(F)F)=[O:22].C[Si]([N-][Si](C)(C)C)(C)C.[K+].[CH:48]([C:50]1[CH:61]=[CH:60][CH:59]=[C:58]([C:62]([F:65])([F:64])[F:63])[C:51]=1[C:52]([O:54][CH:55]([CH3:57])[CH3:56])=[O:53])=O. The catalyst is C1COCC1.C1(C)C=CC=CC=1. The product is [CH3:19][O:20][C:21](=[O:22])/[CH:23]=[CH:48]\[C:50]1[CH:61]=[CH:60][CH:59]=[C:58]([C:62]([F:65])([F:64])[F:63])[C:51]=1[C:52]([O:54][CH:55]([CH3:57])[CH3:56])=[O:53]. The yield is 0.940. (2) The reactants are CC(OI1(OC(C)=O)(OC(C)=O)OC(=O)C2C=CC=CC1=2)=O.[OH:23][CH:24]([C:33]1[CH:40]=[CH:39][C:36]([CH:37]=[O:38])=[CH:35][CH:34]=1)[CH2:25][CH2:26][CH2:27][CH2:28][CH2:29][CH2:30][CH2:31][CH3:32]. The catalyst is C(Cl)Cl. The product is [C:24]([C:33]1[CH:40]=[CH:39][C:36]([CH:37]=[O:38])=[CH:35][CH:34]=1)(=[O:23])[CH2:25][CH2:26][CH2:27][CH2:28][CH2:29][CH2:30][CH2:31][CH3:32]. The yield is 0.880. (3) The reactants are Br[C:2]1[N:7]=[N:6][C:5]([NH2:8])=[N:4][C:3]=1[C:9]1[CH:14]=[CH:13][CH:12]=[CH:11][CH:10]=1.[NH:15]1[CH2:20][CH2:19][O:18][CH2:17][CH2:16]1. No catalyst specified. The product is [N:15]1([C:2]2[N:7]=[N:6][C:5]([NH2:8])=[N:4][C:3]=2[C:9]2[CH:14]=[CH:13][CH:12]=[CH:11][CH:10]=2)[CH2:20][CH2:19][O:18][CH2:17][CH2:16]1. The yield is 0.200. (4) The product is [CH2:11]([O:18][C:19](=[O:29])[NH:20][C@@H:21]1[CH2:26][CH2:25][CH2:24][CH2:23][C@H:22]1[CH:27]=[O:28])[C:12]1[CH:13]=[CH:14][CH:15]=[CH:16][CH:17]=1. The catalyst is ClCCl. The yield is 0.970. The reactants are C(Cl)(=O)C(Cl)=O.CS(C)=O.[CH2:11]([O:18][C:19](=[O:29])[NH:20][C@@H:21]1[CH2:26][CH2:25][CH2:24][CH2:23][C@H:22]1[CH2:27][OH:28])[C:12]1[CH:17]=[CH:16][CH:15]=[CH:14][CH:13]=1.C(N(CC)CC)C.